From a dataset of Reaction yield outcomes from USPTO patents with 853,638 reactions. Predict the reaction yield, written as a fraction of the theoretical maximum amount of product (1.0 means a 100% yield; for example, 0.34 means a 34% yield). (1) The reactants are [CH:1]1[C:10]2[C:5](=[CH:6][CH:7]=[CH:8][CH:9]=2)[CH:4]=[C:3]([C:11]([NH:13][C:14]2[NH:18][C:17]3[C:19]([O:26][CH3:27])=[CH:20][CH:21]=[C:22]([C:23](O)=[O:24])[C:16]=3[N:15]=2)=[O:12])[N:2]=1.CN(C(ON1N=NC2C=CC=CC1=2)=[N+](C)C)C.F[P-](F)(F)(F)(F)F.CCN(C(C)C)C(C)C.Cl.[CH3:62][S:63]([C:66]1[CH:73]=[CH:72][C:69]([CH2:70][NH2:71])=[CH:68][CH:67]=1)(=[O:65])=[O:64]. The catalyst is CN(C=O)C.[Cl-].[Na+].O. The product is [CH3:62][S:63]([C:66]1[CH:73]=[CH:72][C:69]([CH2:70][NH:71][C:23]([C:22]2[C:16]3[NH:15][C:14]([NH:13][C:11]([C:3]4[N:2]=[CH:1][C:10]5[C:5]([CH:4]=4)=[CH:6][CH:7]=[CH:8][CH:9]=5)=[O:12])=[N:18][C:17]=3[C:19]([O:26][CH3:27])=[CH:20][CH:21]=2)=[O:24])=[CH:68][CH:67]=1)(=[O:64])=[O:65]. The yield is 0.260. (2) The reactants are [Cl:1][C:2]1[CH:50]=[CH:49][C:5]([CH2:6][NH:7][C:8](=[O:48])[CH2:9][C@@H:10]2[CH2:21][CH:20]=[CH:19][CH2:18][C@@H:17]([NH:22]C(=O)OCC3C4C=CC=CC=4C4C3=CC=CC=4)[C:16](=[O:40])[O:15][C@H:14]([C:41]3[CH:46]=[CH:45][CH:44]=[CH:43][CH:42]=3)[CH2:13][NH:12][C:11]2=[O:47])=[CH:4][CH:3]=1.N1CCCCC1. The catalyst is CN(C=O)C. The product is [NH2:22][C@H:17]1[C:16](=[O:40])[O:15][C@H:14]([C:41]2[CH:46]=[CH:45][CH:44]=[CH:43][CH:42]=2)[CH2:13][NH:12][C:11](=[O:47])[C@H:10]([CH2:9][C:8]([NH:7][CH2:6][C:5]2[CH:49]=[CH:50][C:2]([Cl:1])=[CH:3][CH:4]=2)=[O:48])[CH2:21][CH:20]=[CH:19][CH2:18]1. The yield is 0.730.